The task is: Predict which catalyst facilitates the given reaction.. This data is from Catalyst prediction with 721,799 reactions and 888 catalyst types from USPTO. Reactant: [Br:1][C:2]1[S:6][C:5]([C:7]([CH3:12])([CH3:11])[C:8](O)=[O:9])=[CH:4][CH:3]=1.C(N(CC)CC)C.ClC(OCC)=O.[N-:26]=[N+:27]=[N-:28].[Na+]. Product: [Br:1][C:2]1[S:6][C:5]([C:7]([CH3:12])([CH3:11])[C:8]([N:26]=[N+:27]=[N-:28])=[O:9])=[CH:4][CH:3]=1. The catalyst class is: 249.